Dataset: Forward reaction prediction with 1.9M reactions from USPTO patents (1976-2016). Task: Predict the product of the given reaction. (1) Given the reactants [NH:1]1[CH2:6][CH2:5][CH2:4][CH:3]([O:7][C:8]2[CH:13]=[CH:12][C:11]([NH:14][C:15]([C:17]3[N:18]=[C:19]([C:26]4[CH:31]=[CH:30][CH:29]=[CH:28][CH:27]=4)[O:20][C:21]=3[C:22]([F:25])([F:24])[F:23])=[O:16])=[CH:10][CH:9]=2)[CH2:2]1.[CH3:32][C:33]1([CH3:40])[CH2:37][C:36](=[O:38])[O:35][C:34]1=[O:39].C(N(CC)CC)C, predict the reaction product. The product is: [CH3:32][C:33]([CH3:40])([CH2:37][C:36](=[O:38])[N:1]1[CH2:6][CH2:5][CH2:4][CH:3]([O:7][C:8]2[CH:13]=[CH:12][C:11]([NH:14][C:15]([C:17]3[N:18]=[C:19]([C:26]4[CH:31]=[CH:30][CH:29]=[CH:28][CH:27]=4)[O:20][C:21]=3[C:22]([F:25])([F:23])[F:24])=[O:16])=[CH:10][CH:9]=2)[CH2:2]1)[C:34]([OH:39])=[O:35]. (2) Given the reactants [C:1]1([CH2:7][CH2:8][CH2:9][NH:10][CH:11]2[CH2:16][CH2:15][N:14]([C:17]([O:19][C:20]([CH3:23])([CH3:22])[CH3:21])=[O:18])[CH2:13][CH2:12]2)[CH:6]=[CH:5][CH:4]=[CH:3][CH:2]=1.C(N(C(C)C)CC)(C)C.[CH3:33][O:34][C:35]1[CH:40]=[CH:39][C:38]([CH2:41][C:42](Cl)=[O:43])=[CH:37][CH:36]=1.O, predict the reaction product. The product is: [C:1]1([CH2:7][CH2:8][CH2:9][N:10]([CH:11]2[CH2:16][CH2:15][N:14]([C:17]([O:19][C:20]([CH3:23])([CH3:22])[CH3:21])=[O:18])[CH2:13][CH2:12]2)[C:42](=[O:43])[CH2:41][C:38]2[CH:39]=[CH:40][C:35]([O:34][CH3:33])=[CH:36][CH:37]=2)[CH:6]=[CH:5][CH:4]=[CH:3][CH:2]=1.